From a dataset of Catalyst prediction with 721,799 reactions and 888 catalyst types from USPTO. Predict which catalyst facilitates the given reaction. (1) Reactant: C[O:2][C:3]1[CH:8]=[CH:7][N:6]=[CH:5][CH:4]=1.[CH3:9][CH2:10][Mg+].[Br-].[CH3:13][C:14]([O-:17])([CH3:16])[CH3:15].[K+].C1C[O:22][CH2:21]C1. Product: [C:14]([O:17][C:21]([N:6]1[CH:7]=[CH:8][C:3](=[O:2])[CH2:4][CH:5]1[CH2:9][CH3:10])=[O:22])([CH3:16])([CH3:15])[CH3:13]. The catalyst class is: 28. (2) Reactant: C[O:2][C:3]([C:5]1([CH3:18])[O:10][CH2:9][CH2:8][N:7]([C:11]([O:13][C:14]([CH3:17])([CH3:16])[CH3:15])=[O:12])[CH2:6]1)=[O:4].[OH-].[Na+]. Product: [C:14]([O:13][C:11]([N:7]1[CH2:8][CH2:9][O:10][C:5]([CH3:18])([C:3]([OH:4])=[O:2])[CH2:6]1)=[O:12])([CH3:17])([CH3:15])[CH3:16]. The catalyst class is: 7. (3) Reactant: [Cl:1][C:2]1[CH:7]=[CH:6][C:5]([N:8]2[C:13]([CH3:14])=[CH:12][CH:11]=[C:10]([C:15]([O:17]CC)=[O:16])[C:9]2=[O:20])=[CH:4][CH:3]=1.Cl. Product: [Cl:1][C:2]1[CH:7]=[CH:6][C:5]([N:8]2[C:13]([CH3:14])=[CH:12][CH:11]=[C:10]([C:15]([OH:17])=[O:16])[C:9]2=[O:20])=[CH:4][CH:3]=1. The catalyst class is: 821. (4) Reactant: [CH:1]([N:4]([CH:42]([CH3:44])[CH3:43])[CH2:5][CH2:6][C@@H:7]([C:14]1[CH:15]=[C:16]([CH2:21][CH2:22][CH2:23][CH2:24][O:25][C:26]2[CH:31]=[CH:30][C:29]([CH2:32][CH2:33][NH:34]C(=O)OC(C)(C)C)=[CH:28][CH:27]=2)[CH:17]=[CH:18][C:19]=1[OH:20])[C:8]1[CH:13]=[CH:12][CH:11]=[CH:10][CH:9]=1)([CH3:3])[CH3:2].[ClH:45].C(O)C. Product: [ClH:45].[ClH:45].[NH2:34][CH2:33][CH2:32][C:29]1[CH:28]=[CH:27][C:26]([O:25][CH2:24][CH2:23][CH2:22][CH2:21][C:16]2[CH:17]=[CH:18][C:19]([OH:20])=[C:14]([C@@H:7]([C:8]3[CH:9]=[CH:10][CH:11]=[CH:12][CH:13]=3)[CH2:6][CH2:5][N:4]([CH:1]([CH3:2])[CH3:3])[CH:42]([CH3:44])[CH3:43])[CH:15]=2)=[CH:31][CH:30]=1. The catalyst class is: 4. (5) Reactant: [NH2:1][C:2]1[CH:3]=[CH:4][C:5]([Cl:11])=[C:6]([CH:10]=1)[C:7]([OH:9])=[O:8].[N:12]([O-])=O.[Na+].O.O.[Sn](Cl)(Cl)(Cl)Cl. Product: [ClH:11].[Cl:11][C:5]1[CH:4]=[CH:3][C:2]([NH:1][NH2:12])=[CH:10][C:6]=1[C:7]([OH:9])=[O:8]. The catalyst class is: 33.